From a dataset of Full USPTO retrosynthesis dataset with 1.9M reactions from patents (1976-2016). Predict the reactants needed to synthesize the given product. (1) Given the product [F:27][C:26]([F:29])([F:28])[C@:25]([C:23]1[N:22]=[N:21][N:20]([CH2:19][C:6]2[CH:5]=[C:4]3[C:9]([C:10]([C:12]4[CH:17]=[CH:16][C:15]([F:18])=[CH:14][CH:13]=4)=[CH:11][C:2]([S:34][CH3:33])=[N:3]3)=[CH:8][CH:7]=2)[CH:24]=1)([OH:32])[CH2:30][CH3:31], predict the reactants needed to synthesize it. The reactants are: Cl[C:2]1[CH:11]=[C:10]([C:12]2[CH:17]=[CH:16][C:15]([F:18])=[CH:14][CH:13]=2)[C:9]2[C:4](=[CH:5][C:6]([CH2:19][N:20]3[CH:24]=[C:23]([C@@:25]([OH:32])([CH2:30][CH3:31])[C:26]([F:29])([F:28])[F:27])[N:22]=[N:21]3)=[CH:7][CH:8]=2)[N:3]=1.[CH3:33][S-:34].[Na+]. (2) Given the product [C:1]1([N:7]([CH2:27][CH2:28][C:29]([O:31][CH3:32])=[O:30])[C:8]([C:10]2[CH:11]=[C:12]3[C:16](=[CH:17][CH:18]=2)[NH:15][C:14]([CH2:26][NH:53][C:54]2[CH:61]=[CH:60][C:57]([C:58]#[N:59])=[CH:56][CH:55]=2)=[CH:13]3)=[O:9])[CH:2]=[CH:3][CH:36]=[CH:35][CH:6]=1, predict the reactants needed to synthesize it. The reactants are: [C:1]1([N:7]([CH2:27][CH2:28][C:29]([O:31][CH3:32])=[O:30])[C:8]([C:10]2[CH:11]=[C:12]3[C:16](=[CH:17][CH:18]=2)[N:15](C(OC(C)(C)C)=O)[C:14]([CH3:26])=[CH:13]3)=[O:9])[CH:6]=CC=[CH:3][CH:2]=1.BrN1C(=O)C[CH2:36][C:35]1=O.N(C(C)(C)C#N)=NC(C)(C)C#N.[NH2:53][C:54]1[CH:61]=[CH:60][C:57]([C:58]#[N:59])=[CH:56][CH:55]=1. (3) Given the product [CH2:1]([O:3][C:4]([C:6]1[CH:10]=[C:9]([CH2:11][CH2:12][CH3:13])[N:8]([CH2:14][C:15]2[CH:20]=[CH:19][C:18]([C:31]3[CH:32]=[CH:33][CH:34]=[CH:35][C:30]=3[S:27](=[O:29])(=[O:28])[NH2:26])=[CH:17][CH:16]=2)[N:7]=1)=[O:5])[CH3:2], predict the reactants needed to synthesize it. The reactants are: [CH2:1]([O:3][C:4]([C:6]1[CH:10]=[C:9]([CH2:11][CH2:12][CH3:13])[N:8]([CH2:14][C:15]2[CH:20]=[CH:19][C:18](Br)=[CH:17][CH:16]=2)[N:7]=1)=[O:5])[CH3:2].C([NH:26][S:27]([C:30]1[CH:35]=[CH:34][CH:33]=[CH:32][C:31]=1B1OC(C)(C)C(C)(C)O1)(=[O:29])=[O:28])(C)(C)C.C1(C)C=CC=CC=1.CCO.C(=O)([O-])[O-].[K+].[K+].C(O)(C(F)(F)F)=O. (4) Given the product [O:4]1[C:5]2[C:11]([CH2:12][OH:13])=[CH:10][CH:9]=[CH:8][C:6]=2[NH:7][CH2:2][CH2:3]1, predict the reactants needed to synthesize it. The reactants are: O=[C:2]1[NH:7][C:6]2[CH:8]=[CH:9][CH:10]=[C:11]([C:12](O)=[O:13])[C:5]=2[O:4][CH2:3]1.S(C)C.[NH4+].[Cl-]. (5) Given the product [OH:24][C:23]1[CH:22]=[CH:21][CH:20]=[CH:19][C:18]=1[C:17]1[C:26]([C:25]([N:1]2[CH2:5][CH2:4][CH2:3][CH2:2]2)=[O:31])=[C:27]2[C:14](=[CH:15][CH:16]=1)[NH:13][C:12]([CH3:11])([CH3:32])[CH:29]=[C:28]2[CH3:30], predict the reactants needed to synthesize it. The reactants are: [NH:1]1[CH2:5][CH2:4][CH2:3][CH2:2]1.C([Li])CCC.[CH3:11][C:12]1([CH3:32])[CH:29]=[C:28]([CH3:30])[C:27]2[C:14](=[CH:15][CH:16]=[C:17]3[C:26]=2[C:25](=[O:31])[O:24][C:23]2[C:18]3=[CH:19][CH:20]=[CH:21][CH:22]=2)[NH:13]1.[NH4+].[Cl-].